Dataset: Reaction yield outcomes from USPTO patents with 853,638 reactions. Task: Predict the reaction yield, written as a fraction of the theoretical maximum amount of product (1.0 means a 100% yield; for example, 0.34 means a 34% yield). The reactants are [CH3:1][C:2]1[CH:7]=[CH:6][C:5]([C:8]([C:34]2[CH:39]=[CH:38][C:37]([CH3:40])=[CH:36][CH:35]=2)([OH:33])[CH:9]2[CH2:14][CH2:13][N:12]([CH2:15][CH2:16][CH2:17][C:18]([C:20]3[CH:25]=[CH:24][C:23]([C:26]([CH3:32])([CH3:31])[C:27]([O:29][CH3:30])=[O:28])=[CH:22][CH:21]=3)=[O:19])[CH2:11][CH2:10]2)=[CH:4][CH:3]=1.[BH4-].[Na+]. The catalyst is CO.C(Cl)Cl.C(Cl)(Cl)Cl. The product is [CH3:40][C:37]1[CH:36]=[CH:35][C:34]([C:8]([C:5]2[CH:4]=[CH:3][C:2]([CH3:1])=[CH:7][CH:6]=2)([OH:33])[CH:9]2[CH2:14][CH2:13][N:12]([CH2:15][CH2:16][CH2:17][CH:18]([C:20]3[CH:25]=[CH:24][C:23]([C:26]([CH3:32])([CH3:31])[C:27]([O:29][CH3:30])=[O:28])=[CH:22][CH:21]=3)[OH:19])[CH2:11][CH2:10]2)=[CH:39][CH:38]=1. The yield is 0.770.